This data is from Full USPTO retrosynthesis dataset with 1.9M reactions from patents (1976-2016). The task is: Predict the reactants needed to synthesize the given product. (1) Given the product [Cl:1][C:2]1[C:18]([CH3:19])=[C:17]([B:20]2[O:24][C:23]([CH3:26])([CH3:25])[C:22]([CH3:28])([CH3:27])[O:21]2)[CH:16]=[C:15]([F:29])[C:3]=1[OH:4], predict the reactants needed to synthesize it. The reactants are: [Cl:1][C:2]1[C:18]([CH3:19])=[C:17]([B:20]2[O:24][C:23]([CH3:26])([CH3:25])[C:22]([CH3:28])([CH3:27])[O:21]2)[CH:16]=[C:15]([F:29])[C:3]=1[O:4][Si](C(C)C)(C(C)C)C(C)C.CCCC[N+](CCCC)(CCCC)CCCC.[F-]. (2) Given the product [CH2:1]([O:3][C:4]([N:6]1[C:15]2[C:10](=[N:11][C:12]([O:16][CH3:17])=[CH:13][CH:14]=2)[C@@H:9]([NH:18][C:19]2[N:24]=[C:23]([OH:25])[C:22]([CH2:31][CH2:32][CH2:33][OH:34])=[C:21]([CH2:35][C:36]3[CH:41]=[C:40]([C:42]([F:45])([F:44])[F:43])[CH:39]=[C:38]([C:46]([F:48])([F:49])[F:47])[CH:37]=3)[N:20]=2)[CH2:8][C@H:7]1[CH2:50][CH3:51])=[O:5])[CH3:2], predict the reactants needed to synthesize it. The reactants are: [CH2:1]([O:3][C:4]([N:6]1[C:15]2[C:10](=[N:11][C:12]([O:16][CH3:17])=[CH:13][CH:14]=2)[C@@H:9]([NH:18][C:19]2[N:24]=[C:23]([O:25]C(OCC)=O)[C:22]([CH2:31][CH2:32][CH2:33][OH:34])=[C:21]([CH2:35][C:36]3[CH:41]=[C:40]([C:42]([F:45])([F:44])[F:43])[CH:39]=[C:38]([C:46]([F:49])([F:48])[F:47])[CH:37]=3)[N:20]=2)[CH2:8][C@H:7]1[CH2:50][CH3:51])=[O:5])[CH3:2].[OH-].[Na+]. (3) Given the product [CH3:8][C:9]1[CH:10]=[CH:11][C:12]([C:15]2[N:19]([C:20]3[CH:21]=[N:22][CH:23]=[CH:24][CH:25]=3)[N:18]=[C:17]([C:26]([N:28]3[CH2:33][CH2:32][CH2:31][CH2:30][CH:29]3[C:34]3([NH2:37])[CH2:36][CH2:35]3)=[O:27])[CH:16]=2)=[N:13][CH:14]=1, predict the reactants needed to synthesize it. The reactants are: FC(F)(F)C(O)=O.[CH3:8][C:9]1[CH:10]=[CH:11][C:12]([C:15]2[N:19]([C:20]3[CH:21]=[N:22][CH:23]=[CH:24][CH:25]=3)[N:18]=[C:17]([C:26]([N:28]3[CH2:33][CH2:32][CH2:31][CH2:30][CH:29]3[C:34]3([NH:37]C(OC(C)(C)C)=O)[CH2:36][CH2:35]3)=[O:27])[CH:16]=2)=[N:13][CH:14]=1. (4) Given the product [Cl:1][C:2]1[N+:3]([O-:10])=[CH:4][C:5]([CH2:8][N:15]2[CH2:16][CH2:17][CH2:18][N:12]([CH3:11])[CH2:13][CH2:14]2)=[CH:6][CH:7]=1, predict the reactants needed to synthesize it. The reactants are: [Cl:1][C:2]1[CH:7]=[CH:6][C:5]([CH2:8]Cl)=[CH:4][N+:3]=1[O-:10].[CH3:11][N:12]1[CH2:18][CH2:17][CH2:16][NH:15][CH2:14][CH2:13]1.C([O-])([O-])=O.[K+].[K+]. (5) Given the product [NH:1]([C:28]([O:30][CH2:31][C:32]1[CH:33]=[CH:34][CH:35]=[CH:36][CH:37]=1)=[O:29])[C@H:2]([C:10]([NH:12][C@H:13]([C:25]([OH:27])=[O:26])[CH2:14][CH2:15][CH2:16][CH2:17][NH:18][C:19]([O:21][CH2:22][CH:23]=[CH2:24])=[O:20])=[O:11])[CH2:3][C:4]1[CH:9]=[CH:8][CH:7]=[CH:6][CH:5]=1.[C:54](=[O:55])([O:56][C:57]1[CH:58]=[CH:59][C:60]([N+:63]([O-:65])=[O:64])=[CH:61][CH:62]=1)[O:44][CH2:43][C:42]1[CH:45]=[CH:46][C:39]([NH2:38])=[CH:40][CH:41]=1, predict the reactants needed to synthesize it. The reactants are: [NH:1]([C:28]([O:30][CH2:31][C:32]1[CH:37]=[CH:36][CH:35]=[CH:34][CH:33]=1)=[O:29])[C@H:2]([C:10]([NH:12][C@H:13]([C:25]([OH:27])=[O:26])[CH2:14][CH2:15][CH2:16][CH2:17][NH:18][C:19]([O:21][CH2:22][CH:23]=[CH2:24])=[O:20])=[O:11])[CH2:3][C:4]1[CH:9]=[CH:8][CH:7]=[CH:6][CH:5]=1.[NH2:38][C:39]1[CH:46]=[CH:45][C:42]([CH2:43][OH:44])=[CH:41][CH:40]=1.N1C=CC=CC=1.Cl[C:54]([O:56][C:57]1[CH:62]=[CH:61][C:60]([N+:63]([O-:65])=[O:64])=[CH:59][CH:58]=1)=[O:55]. (6) Given the product [C:7]([C:9]1[CH:10]=[CH:11][C:12]([C:13]([NH:15][C:16]2[CH:17]=[CH:18][C:19]([CH3:32])=[C:20]([NH:22][C:23](=[O:31])[C:24]3[CH:29]=[CH:28][C:27]([O:30][CH2:2][C:3]([O:5][CH3:6])=[O:4])=[CH:26][CH:25]=3)[CH:21]=2)=[O:14])=[CH:33][CH:34]=1)#[N:8], predict the reactants needed to synthesize it. The reactants are: Br[CH2:2][C:3]([O:5][CH3:6])=[O:4].[C:7]([C:9]1[CH:34]=[CH:33][C:12]([C:13]([NH:15][C:16]2[CH:17]=[CH:18][C:19]([CH3:32])=[C:20]([NH:22][C:23](=[O:31])[C:24]3[CH:29]=[CH:28][C:27]([OH:30])=[CH:26][CH:25]=3)[CH:21]=2)=[O:14])=[CH:11][CH:10]=1)#[N:8].C(=O)([O-])[O-].[K+].[K+].O. (7) Given the product [ClH:1].[ClH:1].[OH:18][CH2:17][CH2:16][N:14]([CH3:15])[C@H:11]1[CH2:12][CH2:13][NH:9][CH2:10]1, predict the reactants needed to synthesize it. The reactants are: [ClH:1].C([N:9]1[CH2:13][CH2:12][C@H:11]([N:14]([CH2:16][CH2:17][O:18][Si](C(C)(C)C)(C)C)[CH3:15])[CH2:10]1)C1C=CC=CC=1.